This data is from Full USPTO retrosynthesis dataset with 1.9M reactions from patents (1976-2016). The task is: Predict the reactants needed to synthesize the given product. (1) Given the product [Cl:1][C:2]1[CH:3]=[C:4]2[C:9](=[CH:10][CH:11]=1)[C@@:8]1([CH2:17][O:16][C:15]3[CH:18]=[CH:19][C:20]([C:22]([OH:24])=[O:23])=[CH:21][C:14]=3[N:13]([CH2:26][C@@H:27]3[CH2:30][CH2:29][C@H:28]3[C@@H:31]([OH:37])/[CH:32]=[CH:33]/[CH2:34][CH2:35][CH3:36])[CH2:12]1)[CH2:7][CH2:6][CH2:5]2, predict the reactants needed to synthesize it. The reactants are: [Cl:1][C:2]1[CH:3]=[C:4]2[C:9](=[CH:10][CH:11]=1)[C@@:8]1([CH2:17][O:16][C:15]3[CH:18]=[CH:19][C:20]([C:22]([O:24]C)=[O:23])=[CH:21][C:14]=3[N:13]([CH2:26][C@@H:27]3[CH2:30][CH2:29][C@H:28]3[C@@H:31]([OH:37])/[CH:32]=[CH:33]/[CH2:34][CH2:35][CH3:36])[CH2:12]1)[CH2:7][CH2:6][CH2:5]2.O[Li].O. (2) Given the product [S:22]1[C:23]2[CH:29]=[CH:28][CH:27]=[CH:26][C:24]=2[N:25]=[C:21]1[C:6]1[C:7]2[CH2:12][CH2:11][N:10]([C:13]([O:15][C:16]([CH3:17])([CH3:18])[CH3:19])=[O:14])[CH2:9][C:8]=2[S:20][C:5]=1[NH:4][CH2:1][CH3:2], predict the reactants needed to synthesize it. The reactants are: [CH:1](=O)[CH3:2].[NH2:4][C:5]1[S:20][C:8]2[CH2:9][N:10]([C:13]([O:15][C:16]([CH3:19])([CH3:18])[CH3:17])=[O:14])[CH2:11][CH2:12][C:7]=2[C:6]=1[C:21]1[S:22][C:23]2[CH:29]=[CH:28][CH:27]=[CH:26][C:24]=2[N:25]=1.C(O)(=O)C.C(O[BH-](OC(=O)C)OC(=O)C)(=O)C.[Na+].